Dataset: Peptide-MHC class I binding affinity with 185,985 pairs from IEDB/IMGT. Task: Regression. Given a peptide amino acid sequence and an MHC pseudo amino acid sequence, predict their binding affinity value. This is MHC class I binding data. (1) The peptide sequence is AINGVCWTV. The MHC is HLA-A02:06 with pseudo-sequence HLA-A02:06. The binding affinity (normalized) is 0.770. (2) The peptide sequence is FHERGYVKL. The MHC is HLA-A69:01 with pseudo-sequence HLA-A69:01. The binding affinity (normalized) is 0.0847.